From a dataset of Reaction yield outcomes from USPTO patents with 853,638 reactions. Predict the reaction yield, written as a fraction of the theoretical maximum amount of product (1.0 means a 100% yield; for example, 0.34 means a 34% yield). (1) The reactants are [CH2:1]([N:3]([CH3:26])[C:4]([C:6]1[CH:10]=[C:9]([C:11]2[CH:16]=[CH:15][C:14]([CH2:17][NH2:18])=[CH:13][N:12]=2)[N:8]([C:19]2[CH:20]=[N:21][C:22]([CH3:25])=[CH:23][CH:24]=2)[N:7]=1)=[O:5])[CH3:2].[CH:27]1([C:32](Cl)=[O:33])[CH2:31][CH2:30][CH2:29][CH2:28]1. No catalyst specified. The product is [CH2:1]([N:3]([CH3:26])[C:4]([C:6]1[CH:10]=[C:9]([C:11]2[CH:16]=[CH:15][C:14]([CH2:17][NH:18][C:32]([CH:27]3[CH2:31][CH2:30][CH2:29][CH2:28]3)=[O:33])=[CH:13][N:12]=2)[N:8]([C:19]2[CH:20]=[N:21][C:22]([CH3:25])=[CH:23][CH:24]=2)[N:7]=1)=[O:5])[CH3:2]. The yield is 0.700. (2) The reactants are [OH:1][CH:2]1[CH2:7][CH2:6][N:5]([C:8]([O:10][CH2:11][C:12]2[CH:17]=[CH:16][CH:15]=[CH:14][CH:13]=2)=[O:9])[CH2:4][CH2:3]1.[H-].[Na+].[CH3:20][N:21]([CH3:27])[S:22]([CH:25]=[CH2:26])(=[O:24])=[O:23].O. The yield is 0.620. The catalyst is O1CCCC1. The product is [CH3:20][N:21]([CH3:27])[S:22]([CH2:25][CH2:26][O:1][CH:2]1[CH2:3][CH2:4][N:5]([C:8]([O:10][CH2:11][C:12]2[CH:17]=[CH:16][CH:15]=[CH:14][CH:13]=2)=[O:9])[CH2:6][CH2:7]1)(=[O:24])=[O:23]. (3) The reactants are [Br:1][C:2]1[C:10]2[NH:9][N:8]=[CH:7][C:6]=2[C:5]2[CH2:11][O:12][C:13](=[O:21])[C@H:14]([CH2:16][C:17]([O:19]C)=[O:18])[CH2:15][C:4]=2[CH:3]=1.[OH2:22].O.[OH-].[Li+]. The catalyst is O1CCCC1.CO. The product is [Br:1][C:2]1[CH:3]=[C:4]([CH2:15][C@@H:14]([CH2:16][C:17]([OH:19])=[O:18])[C:13]([OH:12])=[O:21])[C:5]([CH2:11][OH:22])=[C:6]2[C:10]=1[NH:9][N:8]=[CH:7]2. The yield is 0.730. (4) The reactants are O1C2C=CC=CC=2C=C1[C:10]1[C:18]2[C:13](=[CH:14][CH:15]=[C:16]([C:19]#[N:20])[CH:17]=2)[N:12]([CH:21]2[CH2:26][CH2:25][CH2:24][CH2:23][O:22]2)[N:11]=1.[NH2:27][NH:28][C:29](=O)[CH2:30][N:31]([CH3:33])[CH3:32].[CH3:35][O-:36].[Na+]. The catalyst is CO.ClCCl. The product is [O:36]1[C:15]2[CH:14]=[CH:13][CH:18]=[CH:17][C:16]=2[CH:19]=[C:35]1[CH:26]1[CH2:25][CH2:24][CH2:23][O:22][CH:21]1[N:12]1[C:13]2[C:18](=[CH:17][C:16]([C:19]3[NH:27][N:28]=[C:29]([CH2:30][N:31]([CH3:33])[CH3:32])[N:20]=3)=[CH:15][CH:14]=2)[CH:10]=[N:11]1. The yield is 0.0700.